This data is from Forward reaction prediction with 1.9M reactions from USPTO patents (1976-2016). The task is: Predict the product of the given reaction. (1) Given the reactants [NH2:1][C:2]1[N:3]=[N:4][C:5]([I:8])=[CH:6][CH:7]=1.[CH2:9]([O:11][C:12](=[O:18])[NH:13][C:14](=O)[CH2:15]Cl)[CH3:10].P([O-])([O-])(O)=O.[Na+].[Na+].O, predict the reaction product. The product is: [CH2:9]([O:11][C:12](=[O:18])[NH:13][C:14]1[N:1]=[C:2]2[CH:7]=[CH:6][C:5]([I:8])=[N:4][N:3]2[CH:15]=1)[CH3:10]. (2) Given the reactants Cl.Cl.[Br:3][C:4]1[CH:5]=[CH:6][C:7]([CH:10]2[CH2:15][O:14][CH2:13][CH2:12][NH:11]2)=[N:8][CH:9]=1.C([O-])([O-])=O.[K+].[K+].[C:22](O[C:22]([O:24][C:25]([CH3:28])([CH3:27])[CH3:26])=[O:23])([O:24][C:25]([CH3:28])([CH3:27])[CH3:26])=[O:23], predict the reaction product. The product is: [Br:3][C:4]1[CH:5]=[CH:6][C:7]([CH:10]2[CH2:15][O:14][CH2:13][CH2:12][N:11]2[C:22]([O:24][C:25]([CH3:28])([CH3:27])[CH3:26])=[O:23])=[N:8][CH:9]=1. (3) Given the reactants [NH2:1][C:2]1[CH:7]=[CH:6][C:5]([N:8]2[CH2:13][CH2:12][N:11]([C:14](=[O:16])[CH3:15])[CH2:10][CH2:9]2)=[CH:4][CH:3]=1.[CH3:17][O:18][C:19]([C:21]1[N:30]([CH:31]([CH2:34][CH3:35])[CH2:32][CH3:33])[C:24]2[N:25]=[C:26](Cl)[N:27]=[CH:28][C:23]=2[CH:22]=1)=[O:20].CC1(C)C2C(=C(P(C3C=CC=CC=3)C3C=CC=CC=3)C=CC=2)OC2C(P(C3C=CC=CC=3)C3C=CC=CC=3)=CC=CC1=2.C([O-])([O-])=O.[Cs+].[Cs+], predict the reaction product. The product is: [CH3:17][O:18][C:19]([C:21]1[N:30]([CH:31]([CH2:34][CH3:35])[CH2:32][CH3:33])[C:24]2[N:25]=[C:26]([NH:1][C:2]3[CH:3]=[CH:4][C:5]([N:8]4[CH2:9][CH2:10][N:11]([C:14](=[O:16])[CH3:15])[CH2:12][CH2:13]4)=[CH:6][CH:7]=3)[N:27]=[CH:28][C:23]=2[CH:22]=1)=[O:20]. (4) Given the reactants [Cl:1][C:2]1[CH:3]=[C:4]2[C:9](=[CH:10][CH:11]=1)[N:8]([CH3:12])[C:7](=[O:13])[C:6]([C:14]([O:16]CC)=O)=[C:5]2[OH:19].[C:20]([NH:29][NH2:30])(=[O:28])[CH2:21][CH2:22][CH2:23][CH2:24][CH2:25][CH2:26][CH3:27], predict the reaction product. The product is: [Cl:1][C:2]1[CH:3]=[C:4]2[C:9](=[CH:10][CH:11]=1)[N:8]([CH3:12])[C:7](=[O:13])[C:6]([C:14]([NH:30][NH:29][C:20](=[O:28])[CH2:21][CH2:22][CH2:23][CH2:24][CH2:25][CH2:26][CH3:27])=[O:16])=[C:5]2[OH:19]. (5) Given the reactants [CH3:1][NH2:2].[C:3]([CH2:11][C:12]([O:14][CH2:15][CH3:16])=[O:13])(=O)[C:4]1[CH:9]=[CH:8][CH:7]=[CH:6][CH:5]=1.CC(O)=O.CN.CC(O)=O, predict the reaction product. The product is: [CH3:1][NH:2]/[C:3](/[C:4]1[CH:9]=[CH:8][CH:7]=[CH:6][CH:5]=1)=[CH:11]\[C:12]([O:14][CH2:15][CH3:16])=[O:13]. (6) Given the reactants [NH2:1][CH2:2][CH2:3][C:4]1[S:13][C:7]2[N:8]=[CH:9][N:10]=[C:11]([OH:12])[C:6]=2[CH:5]=1.[C:14](Cl)(=[O:16])[CH3:15], predict the reaction product. The product is: [OH:12][C:11]1[C:6]2[CH:5]=[C:4]([CH2:3][CH2:2][NH:1][C:14](=[O:16])[CH3:15])[S:13][C:7]=2[N:8]=[CH:9][N:10]=1.